Dataset: Full USPTO retrosynthesis dataset with 1.9M reactions from patents (1976-2016). Task: Predict the reactants needed to synthesize the given product. (1) The reactants are: [CH3:1][O:2][C:3]1[CH:4]=[CH:5][CH:6]=[C:7]2[C:12]=1[N:11]=[C:10]([C:13]1[CH:18]=[CH:17][C:16]([OH:19])=[CH:15][CH:14]=1)[CH:9]=[C:8]2[C:20]1[CH:25]=[CH:24][CH:23]=[CH:22][CH:21]=1.C([O-])([O-])=O.[K+].[K+].Cl[CH2:33][C:34]([NH2:36])=[O:35]. Given the product [CH3:1][O:2][C:3]1[CH:4]=[CH:5][CH:6]=[C:7]2[C:12]=1[N:11]=[C:10]([C:13]1[CH:18]=[CH:17][C:16]([O:19][CH2:33][C:34]([NH2:36])=[O:35])=[CH:15][CH:14]=1)[CH:9]=[C:8]2[C:20]1[CH:25]=[CH:24][CH:23]=[CH:22][CH:21]=1, predict the reactants needed to synthesize it. (2) Given the product [N:16]1[C:17]2[C:8](=[O:19])[CH2:9][CH2:10][CH2:11][C:12]=2[CH:13]=[CH:14][CH:15]=1, predict the reactants needed to synthesize it. The reactants are: C(=[C:8]1[C:17]2[N:16]=[CH:15][CH:14]=[CH:13][C:12]=2[CH2:11][CH2:10][CH2:9]1)C1C=CC=CC=1.C(=O)=[O:19].CC(C)=O.O=[O+][O-].O=O. (3) Given the product [Cl:13][C:14]1[C:22]2[N:21]=[C:20]([CH3:23])[N:19]([C:24]3[CH:29]=[CH:28][CH:27]=[C:26]([O:30][C:8]4[CH:9]=[CH:10][CH:11]=[C:6]([S:3]([CH2:1][CH3:2])(=[O:5])=[O:4])[CH:7]=4)[CH:25]=3)[C:18]=2[CH:17]=[CH:16][CH:15]=1, predict the reactants needed to synthesize it. The reactants are: [CH2:1]([S:3]([C:6]1[CH:11]=[CH:10][CH:9]=[C:8](F)[CH:7]=1)(=[O:5])=[O:4])[CH3:2].[Cl:13][C:14]1[C:22]2[N:21]=[C:20]([CH3:23])[N:19]([C:24]3[CH:25]=[C:26]([OH:30])[CH:27]=[CH:28][CH:29]=3)[C:18]=2[CH:17]=[CH:16][CH:15]=1. (4) Given the product [CH:23]1([NH:18][CH2:19][C:20]([OH:22])=[O:21])[C:31]2[C:26](=[CH:27][CH:28]=[CH:29][CH:30]=2)[CH2:25][CH2:24]1.[NH2:32][C@H:33]([C:37]([O:39][CH2:40][CH:41]=[CH2:42])=[O:38])[CH:34]([CH3:36])[CH3:35], predict the reactants needed to synthesize it. The reactants are: C([N:18]([CH:23]1[C:31]2[C:26](=[CH:27][CH:28]=[CH:29][CH:30]=2)[CH2:25][CH2:24]1)[CH2:19][C:20]([OH:22])=[O:21])(OCC1C2C(=CC=CC=2)C2C1=CC=CC=2)=O.[NH2:32][C@H:33]([C:37]([O:39][CH2:40][CH:41]=[CH2:42])=[O:38])[CH:34]([CH3:36])[CH3:35].CN(C=O)C.N1CCCCC1. (5) The reactants are: [C:1]1(=[CH:6][CH2:7][CH2:8][CH2:9][CH2:10][CH2:11][OH:12])[CH2:5][CH2:4][CH2:3][CH2:2]1. Given the product [CH:1]1([CH2:6][CH2:7][CH2:8][CH2:9][CH2:10][CH2:11][OH:12])[CH2:5][CH2:4][CH2:3][CH2:2]1, predict the reactants needed to synthesize it. (6) The reactants are: [CH:1]1[N:5]=[CH:4][N:3]2[CH:6]([C:9]3[CH:16]=[CH:15][C:12]([C:13]#[N:14])=[CH:11][C:10]=3/[CH:17]=[CH:18]/[CH3:19])[CH2:7][CH2:8][C:2]=12. Given the product [CH:1]1[N:5]=[CH:4][N:3]2[CH:6]([C:9]3[CH:16]=[CH:15][C:12]([C:13]#[N:14])=[CH:11][C:10]=3[CH2:17][CH2:18][CH3:19])[CH2:7][CH2:8][C:2]=12, predict the reactants needed to synthesize it.